Dataset: Full USPTO retrosynthesis dataset with 1.9M reactions from patents (1976-2016). Task: Predict the reactants needed to synthesize the given product. (1) Given the product [Br:1][C:2]1[CH:10]=[C:9]2[C:5]([C:6]([CH2:20][NH:23][CH3:22])=[CH:7][N:8]2[S:11]([C:14]2[CH:15]=[N:16][CH:17]=[CH:18][CH:19]=2)(=[O:13])=[O:12])=[CH:4][CH:3]=1, predict the reactants needed to synthesize it. The reactants are: [Br:1][C:2]1[CH:10]=[C:9]2[C:5]([C:6]([CH:20]=O)=[CH:7][N:8]2[S:11]([C:14]2[CH:15]=[N:16][CH:17]=[CH:18][CH:19]=2)(=[O:13])=[O:12])=[CH:4][CH:3]=1.[CH3:22][NH2:23].O1CCCC1.[BH4-].[Na+]. (2) Given the product [CH2:1]([O:3][C:4](=[O:30])[CH:5]([C:6]1[N:7]([CH3:29])[C:8]2[C:13]([C:14]=1[S:15][C:16]([CH3:19])([CH3:18])[CH3:17])=[CH:12][C:11]([O:20][CH2:21][C:22]1[CH:27]=[CH:26][C:25]([CH3:28])=[CH:24][N:23]=1)=[CH:10][CH:9]=2)[CH2:33][C:34]1[CH:39]=[CH:38][CH:37]=[CH:36][N:35]=1)[CH3:2], predict the reactants needed to synthesize it. The reactants are: [CH2:1]([O:3][C:4](=[O:30])[CH2:5][C:6]1[N:7]([CH3:29])[C:8]2[C:13]([C:14]=1[S:15][C:16]([CH3:19])([CH3:18])[CH3:17])=[CH:12][C:11]([O:20][CH2:21][C:22]1[CH:27]=[CH:26][C:25]([CH3:28])=[CH:24][N:23]=1)=[CH:10][CH:9]=2)[CH3:2].Cl.Cl[CH2:33][C:34]1[CH:39]=[CH:38][CH:37]=[CH:36][N:35]=1. (3) The reactants are: [Cl:1][C:2]1[CH:24]=[CH:23][C:22]([Cl:25])=[CH:21][C:3]=1[O:4][C:5]1[CH:10]=[CH:9][C:8]([NH:11][C:12]2[S:16][N:15]=[C:14]([OH:17])[C:13]=2[C:18]#[N:19])=[CH:7][C:6]=1[F:20].[CH:26]([NH2:29])([CH3:28])[CH3:27]. Given the product [Cl:1][C:2]1[CH:24]=[CH:23][C:22]([Cl:25])=[CH:21][C:3]=1[O:4][C:5]1[CH:10]=[CH:9][C:8]([NH:11][C:12]2[S:16][N:15]=[C:14]([OH:17])[C:13]=2[C:18]([NH:29][CH:26]([CH3:28])[CH3:27])=[NH:19])=[CH:7][C:6]=1[F:20], predict the reactants needed to synthesize it. (4) Given the product [C:3]([C:4]12[CH2:33][CH2:32][C@@H:31]([C:34]([CH3:36])=[CH2:35])[CH:5]1[CH:6]1[C@@:19]([CH3:22])([CH2:20][CH2:21]2)[C@@:18]2([CH3:23])[CH:9]([C@:10]3([CH3:30])[CH:15]([CH2:16][CH2:17]2)[C:14]([CH3:24])([CH3:25])[C@@H:13]([OH:26])[CH2:12][CH2:11]3)[CH2:8][CH2:7]1)#[CH:2], predict the reactants needed to synthesize it. The reactants are: Cl/[CH:2]=[CH:3]/[C:4]12[CH2:33][CH2:32][C@@H:31]([C:34]([CH3:36])=[CH2:35])[CH:5]1[CH:6]1[C@@:19]([CH3:22])([CH2:20][CH2:21]2)[C@@:18]2([CH3:23])[CH:9]([C@:10]3([CH3:30])[CH:15]([CH2:16][CH2:17]2)[C:14]([CH3:25])([CH3:24])[C@@H:13]([O:26]C(=O)C)[CH2:12][CH2:11]3)[CH2:8][CH2:7]1.C[Li]. (5) Given the product [CH:1]([N:3]([C:14]1[CH:19]=[C:18]([CH3:20])[CH:17]=[CH:16][C:15]=1[CH2:21][CH2:22][CH:23]([CH3:25])[CH3:24])[C:4]1[S:5][CH:6]=[C:7]([C:9]([OH:11])=[O:10])[N:8]=1)=[CH2:2], predict the reactants needed to synthesize it. The reactants are: [CH:1]([N:3]([C:14]1[CH:19]=[C:18]([CH3:20])[CH:17]=[CH:16][C:15]=1[CH2:21][CH2:22][CH:23]([CH3:25])[CH3:24])[C:4]1[S:5][CH:6]=[C:7]([C:9]([O:11]CC)=[O:10])[N:8]=1)=[CH2:2].[OH-].[Na+].Cl. (6) Given the product [CH3:1][O:2][C:3]([C:4]1[C:5]([CH3:6])=[N:7][O:10][C:9]=1[C:11]1[CH:12]=[N:13][C:14]([Cl:17])=[CH:15][CH:16]=1)=[O:18], predict the reactants needed to synthesize it. The reactants are: [CH3:1][O:2][C:3](=[O:18])[CH:4]([C:9]([C:11]1[CH:12]=[N:13][C:14]([Cl:17])=[CH:15][CH:16]=1)=[O:10])/[C:5](=[N:7]/C)/[CH3:6].Cl.NO.